From a dataset of Forward reaction prediction with 1.9M reactions from USPTO patents (1976-2016). Predict the product of the given reaction. (1) Given the reactants [F:1][C:2]1[C:7]([F:8])=[CH:6][C:5]([C:9]2[CH:14]=[CH:13][C:12]([O:15][CH2:16][CH:17]3[CH2:22][CH2:21][CH2:20][NH:19][CH2:18]3)=[CH:11][CH:10]=2)=[C:4]([O:23][CH3:24])[CH:3]=1.C([O:27][C:28](=[O:33])[CH2:29][C:30](O)=[O:31])C, predict the reaction product. The product is: [F:1][C:2]1[C:7]([F:8])=[CH:6][C:5]([C:9]2[CH:14]=[CH:13][C:12]([O:15][CH2:16][CH:17]3[CH2:22][CH2:21][CH2:20][N:19]([C:30](=[O:31])[CH2:29][C:28]([OH:33])=[O:27])[CH2:18]3)=[CH:11][CH:10]=2)=[C:4]([O:23][CH3:24])[CH:3]=1. (2) Given the reactants C1COCC1.[C:6]1([CH2:12][OH:13])[CH:11]=[CH:10][CH:9]=[CH:8]C=1.[OH-].[Na+].[Cl:16][C:17]1[C:22]([O:23][CH2:24][CH:25]2[CH2:27][O:26]2)=[CH:21][CH:20]=[CH:19][N:18]=1, predict the reaction product. The product is: [Cl:16][C:17]1[C:22]([O:23][CH2:24][CH:25]([OH:26])[CH2:27][O:13][CH2:12][CH2:6]/[CH:11]=[CH:10]\[CH:9]=[CH2:8])=[CH:21][CH:20]=[CH:19][N:18]=1.